Dataset: Catalyst prediction with 721,799 reactions and 888 catalyst types from USPTO. Task: Predict which catalyst facilitates the given reaction. (1) Reactant: [CH3:1][O-:2].[Na+].Cl[CH2:5][Si:6]([O:11][CH3:12])([O:9][CH3:10])[O:7][CH3:8].[SiH4].[Cl-].[Na+]. Product: [CH3:1][O:2][CH2:5][Si:6]([O:11][CH3:12])([O:9][CH3:10])[O:7][CH3:8]. The catalyst class is: 5. (2) Reactant: [F:1][C:2]([F:31])([F:30])[O:3][C:4]1[CH:29]=[CH:28][C:7]([CH2:8][C@:9]23[CH2:16][C@H:15]([NH2:17])[CH2:14][N:13]2[C:12](=[O:18])[N:11]([C:19]2[CH:24]=[C:23]([Cl:25])[N:22]=[C:21]([Cl:26])[CH:20]=2)[C:10]3=[O:27])=[CH:6][CH:5]=1.CCN(C(C)C)C(C)C.Cl[C:42]([O:44][CH3:45])=[O:43]. Product: [F:31][C:2]([F:30])([F:1])[O:3][C:4]1[CH:29]=[CH:28][C:7]([CH2:8][C@:9]23[CH2:16][C@H:15]([NH:17][C:42]([O:44][CH3:45])=[O:43])[CH2:14][N:13]2[C:12](=[O:18])[N:11]([C:19]2[CH:24]=[C:23]([Cl:25])[N:22]=[C:21]([Cl:26])[CH:20]=2)[C:10]3=[O:27])=[CH:6][CH:5]=1. The catalyst class is: 1. (3) Reactant: [O:1]=[C:2]([N:34]1[CH2:39][CH2:38][NH:37][CH2:36][CH2:35]1)[CH2:3][NH:4][C:5]([C:7]1[CH:11]=[C:10]([O:12][CH2:13][C:14]([N:16]2[CH2:20][CH2:19][CH2:18][C@H:17]2[C:21](=[O:27])[NH:22][CH:23]2[CH2:26][CH2:25][CH2:24]2)=[O:15])[N:9]([C:28]2[CH:33]=[CH:32][CH:31]=[CH:30][CH:29]=2)[N:8]=1)=[O:6].N1C=CC=CC=1.[C:46](Cl)(=[O:51])[CH2:47][CH2:48][CH2:49][CH3:50]. Product: [O:1]=[C:2]([N:34]1[CH2:39][CH2:38][N:37]([C:46](=[O:51])[CH2:47][CH2:48][CH2:49][CH3:50])[CH2:36][CH2:35]1)[CH2:3][NH:4][C:5]([C:7]1[CH:11]=[C:10]([O:12][CH2:13][C:14]([N:16]2[CH2:20][CH2:19][CH2:18][C@H:17]2[C:21](=[O:27])[NH:22][CH:23]2[CH2:24][CH2:25][CH2:26]2)=[O:15])[N:9]([C:28]2[CH:29]=[CH:30][CH:31]=[CH:32][CH:33]=2)[N:8]=1)=[O:6]. The catalyst class is: 154. (4) Reactant: [CH3:1][C:2]1[CH:3]=[CH:4][C:5]([C:8]([O:10][CH3:11])=[O:9])=[N:6][CH:7]=1.ClC1C=C(C(OO)=[O:20])C=CC=1. Product: [CH3:11][O:10][C:8]([C:5]1[CH:4]=[CH:3][C:2]([CH3:1])=[CH:7][N+:6]=1[O-:20])=[O:9]. The catalyst class is: 2. (5) Reactant: [CH3:1][C:2]1([CH3:32])[C:13](=[O:14])[O:12][CH2:11][C@@H:10]([C:15]2[CH:20]=[CH:19][CH:18]=[CH:17][CH:16]=2)[NH:9][C:8](=[O:21])[CH2:7][CH2:6][C:5]([Si](OCC)(OCC)OCC)=[CH:4][CH2:3]1.[F-].[K+].C(=O)(O)[O-:36].[Na+].OO. Product: [CH3:1][C:2]1([CH3:32])[C:13](=[O:14])[O:12][CH2:11][C@@H:10]([C:15]2[CH:20]=[CH:19][CH:18]=[CH:17][CH:16]=2)[NH:9][C:8](=[O:21])[CH2:7][CH2:6][C:5](=[O:36])[CH2:4][CH2:3]1. The catalyst class is: 36. (6) Reactant: [CH3:1][N:2]1[C:10]2[C:5](=[CH:6][CH:7]=[C:8]([C:11]([O:13][CH3:14])=[O:12])[CH:9]=2)[CH:4]=[CH:3]1.[Na].[OH-].[Na+]. Product: [CH3:1][N:2]1[C:10]2[C:5](=[CH:6][CH:7]=[C:8]([C:11]([O:13][CH3:14])=[O:12])[CH:9]=2)[CH2:4][CH2:3]1. The catalyst class is: 15. (7) The catalyst class is: 10. Product: [CH2:25]([N:24]([CH2:22][CH3:23])[C:16]1[C:17]([N+:18]([O-:20])=[O:19])=[C:12]([NH:2][C:3]2[C:8]([CH3:9])=[CH:7][C:6]([CH3:10])=[CH:5][C:4]=2[CH3:11])[N:13]=[C:14]([CH3:21])[N:15]=1)[CH2:26][CH2:27][CH3:28]. Reactant: Cl[N:2]([C:12]1[C:17]([N+:18]([O-:20])=[O:19])=[CH:16][N:15]=[C:14]([CH3:21])[N:13]=1)[C:3]1[C:8]([CH3:9])=[CH:7][C:6]([CH3:10])=[CH:5][C:4]=1[CH3:11].[CH2:22]([NH:24][CH2:25][CH2:26][CH2:27][CH3:28])[CH3:23]. (8) Reactant: [C-:1]#[N:2].[Na+].[NH2:4][C:5]1[CH:10]=[CH:9][C:8]([CH3:11])=[CH:7][CH:6]=1.[C:12]1(=O)[CH2:15][CH2:14][CH2:13]1.C(OCC)(=O)C. Product: [CH3:11][C:8]1[CH:9]=[CH:10][C:5]([NH:4][C:12]2([C:1]#[N:2])[CH2:15][CH2:14][CH2:13]2)=[CH:6][CH:7]=1. The catalyst class is: 15. (9) Reactant: [Cl:1][C:2]1[CH:31]=[CH:30][CH:29]=[C:28]([Cl:32])[C:3]=1[CH2:4][C:5]1[CH:14]=[C:13]([NH:15][C:16]2[CH:24]=[CH:23][C:19]([C:20](O)=[O:21])=[CH:18][C:17]=2[O:25][CH3:26])[C:12]2[C:11](=[O:27])[NH:10][CH:9]=[CH:8][C:7]=2[N:6]=1.CN(C(ON1N=NC2C=CC=NC1=2)=[N+](C)C)C.F[P-](F)(F)(F)(F)F.C(N(CC)C(C)C)(C)C.[O:66]1[CH2:71][CH2:70][N:69]([CH2:72][CH2:73][CH2:74][NH2:75])[CH2:68][CH2:67]1. Product: [Cl:1][C:2]1[CH:31]=[CH:30][CH:29]=[C:28]([Cl:32])[C:3]=1[CH2:4][C:5]1[CH:14]=[C:13]([NH:15][C:16]2[CH:24]=[CH:23][C:19]([C:20]([NH:75][CH2:74][CH2:73][CH2:72][N:69]3[CH2:70][CH2:71][O:66][CH2:67][CH2:68]3)=[O:21])=[CH:18][C:17]=2[O:25][CH3:26])[C:12]2[C:11](=[O:27])[NH:10][CH:9]=[CH:8][C:7]=2[N:6]=1. The catalyst class is: 46.